From a dataset of Full USPTO retrosynthesis dataset with 1.9M reactions from patents (1976-2016). Predict the reactants needed to synthesize the given product. The reactants are: Br.CO[C:4]([C:6]1[C:7]([Br:22])=[N:8][C:9]2[CH:10]=[C:11]3[O:21][CH2:20][CH2:19][O:18][C:12]3=[CH:13][C:14]=2[C:15]=1[CH2:16]Br)=[O:5].C(N(CC)CC)C.[CH3:30][N:31]1[CH2:36][CH2:35][NH:34][CH2:33][CH2:32]1.[H-].C([Al+]CC(C)C)C(C)C.O.O.O.O.C(C(C(C([O-])=O)O)O)([O-])=O.[Na+].[K+]. Given the product [Br:22][C:7]1[C:6]([CH2:4][OH:5])=[C:15]([CH2:16][N:34]2[CH2:35][CH2:36][N:31]([CH3:30])[CH2:32][CH2:33]2)[C:14]2[CH:13]=[C:12]3[O:18][CH2:19][CH2:20][O:21][C:11]3=[CH:10][C:9]=2[N:8]=1, predict the reactants needed to synthesize it.